Dataset: Reaction yield outcomes from USPTO patents with 853,638 reactions. Task: Predict the reaction yield, written as a fraction of the theoretical maximum amount of product (1.0 means a 100% yield; for example, 0.34 means a 34% yield). (1) The reactants are [H-].C([Al+]CC(C)C)C(C)C.[N:11]1([C:24]([O:26][C:27]([CH3:30])([CH3:29])[CH3:28])=[O:25])[C:19]2[C:14](=[CH:15][CH:16]=[C:17]([C:20](OC)=[O:21])[CH:18]=2)[CH:13]=[CH:12]1. The catalyst is C1(C)C=CC=CC=1. The product is [OH:21][CH2:20][C:17]1[CH:18]=[C:19]2[C:14]([CH:13]=[CH:12][N:11]2[C:24]([O:26][C:27]([CH3:30])([CH3:29])[CH3:28])=[O:25])=[CH:15][CH:16]=1. The yield is 0.550. (2) The reactants are [ClH:1].[CH3:2][O:3][C:4]1[CH:5]=[C:6](/[C:12](=[CH:15]/[C:16]2[S:17][C:18]([N:21]3[CH2:26][CH2:25][N:24]([CH2:27][CH2:28][OH:29])[CH2:23][CH2:22]3)=[CH:19][CH:20]=2)/[C:13]#[N:14])[CH:7]=[CH:8][C:9]=1[O:10][CH3:11]. No catalyst specified. The product is [ClH:1].[CH3:2][O:3][C:4]1[CH:5]=[C:6](/[C:12](=[CH:15]/[C:16]2[S:17][C:18]([N:21]3[CH2:26][CH2:25][N:24]([CH2:27][CH2:28][OH:29])[CH2:23][CH2:22]3)=[CH:19][CH:20]=2)/[C:13]#[N:14])[CH:7]=[CH:8][C:9]=1[O:10][CH3:11]. The yield is 0.990. (3) The reactants are Br[C:2]1[CH:3]=[C:4]([CH2:8][CH2:9][OH:10])[CH:5]=[CH:6][CH:7]=1.CC([O-])=O.[K+].[B:16]1([B:16]2[O:20][C:19]([CH3:22])([CH3:21])[C:18]([CH3:24])([CH3:23])[O:17]2)[O:20][C:19]([CH3:22])([CH3:21])[C:18]([CH3:24])([CH3:23])[O:17]1.CCOC(C)=O. The yield is 0.890. The product is [CH3:23][C:18]1([CH3:24])[C:19]([CH3:22])([CH3:21])[O:20][B:16]([C:2]2[CH:3]=[C:4]([CH2:8][CH2:9][OH:10])[CH:5]=[CH:6][CH:7]=2)[O:17]1. The catalyst is CS(C)=O.C1C=CC(P(C2C=CC=CC=2)[C-]2C=CC=C2)=CC=1.C1C=CC(P(C2C=CC=CC=2)[C-]2C=CC=C2)=CC=1.Cl[Pd]Cl.[Fe+2].